This data is from Full USPTO retrosynthesis dataset with 1.9M reactions from patents (1976-2016). The task is: Predict the reactants needed to synthesize the given product. (1) Given the product [Br:1][C:2]1[C:3]([C@@H:12]([NH:22][C:23](=[O:41])[CH2:24][N:25]2[C:33]3[C:32]([F:35])([F:34])[CH2:31][CH2:30][C:29]([F:37])([F:36])[C:28]=3[C:27]([CH:38]([F:40])[F:39])=[N:26]2)[CH2:13][C:14]2[CH:19]=[C:18]([F:20])[CH:17]=[C:16]([F:21])[CH:15]=2)=[N:4][C:5]([NH:47][CH3:45])=[N:6][CH:7]=1, predict the reactants needed to synthesize it. The reactants are: [Br:1][C:2]1[C:3]([C@@H:12]([NH:22][C:23](=[O:41])[CH2:24][N:25]2[C:33]3[C:32]([F:35])([F:34])[CH2:31][CH2:30][C:29]([F:37])([F:36])[C:28]=3[C:27]([CH:38]([F:40])[F:39])=[N:26]2)[CH2:13][C:14]2[CH:19]=[C:18]([F:20])[CH:17]=[C:16]([F:21])[CH:15]=2)=[N:4][C:5](S(C)(=O)=O)=[N:6][CH:7]=1.Cl.CN.[CH2:45]([N:47](CC)CC)C. (2) Given the product [Cl:1][C:2]1[CH:27]=[CH:26][C:5]([CH2:6][N:7]2[C:15]3[C:10](=[CH:11][C:12]([CH:16]=[C:17]4[S:21][C:20]([N:35]5[CH2:36][CH2:37][N:32]([CH2:38][C:39]([NH2:41])=[O:40])[CH2:33][CH2:34]5)=[N:19][C:18]4=[O:25])=[CH:13][CH:14]=3)[CH:9]=[N:8]2)=[C:4]([C:28]([F:31])([F:30])[F:29])[CH:3]=1, predict the reactants needed to synthesize it. The reactants are: [Cl:1][C:2]1[CH:27]=[CH:26][C:5]([CH2:6][N:7]2[C:15]3[C:10](=[CH:11][C:12]([CH:16]=[C:17]4[S:21][C:20](SCC)=[N:19][C:18]4=[O:25])=[CH:13][CH:14]=3)[CH:9]=[N:8]2)=[C:4]([C:28]([F:31])([F:30])[F:29])[CH:3]=1.[N:32]1([CH2:38][C:39]([NH2:41])=[O:40])[CH2:37][CH2:36][NH:35][CH2:34][CH2:33]1. (3) Given the product [CH2:10]([O:9][C:2]1[CH:7]=[C:6]([I:8])[CH:5]=[CH:4][N:3]=1)[CH3:11], predict the reactants needed to synthesize it. The reactants are: Cl[C:2]1[CH:7]=[C:6]([I:8])[CH:5]=[CH:4][N:3]=1.[O-:9][CH2:10][CH3:11].[Na+].